This data is from Catalyst prediction with 721,799 reactions and 888 catalyst types from USPTO. The task is: Predict which catalyst facilitates the given reaction. (1) Reactant: [CH3:1][NH2:2].[CH2:3]([C:6]1[C:15]2[C:10](=[CH:11][CH:12]=[CH:13][CH:14]=2)[CH:9]=[CH:8][C:7]=1[CH:16]=O)[CH2:4][CH3:5].[BH4-].[Na+]. Product: [CH3:1][NH:2][CH2:16][C:7]1[CH:8]=[CH:9][C:10]2[C:15](=[CH:14][CH:13]=[CH:12][CH:11]=2)[C:6]=1[CH2:3][CH2:4][CH3:5]. The catalyst class is: 5. (2) Reactant: Br[C:2]1[C:7]([F:8])=[CH:6][C:5]([CH2:9][N:10]2[C@@H:15]([CH3:16])[CH2:14][CH2:13][CH:12]([C:17]3[CH:22]=[CH:21][CH:20]=[CH:19][CH:18]=3)[S:11]2(=[O:24])=[O:23])=[C:4]([F:25])[CH:3]=1.Cl.[N:27]1[N:28]=[CH:29][N:30]([CH:32]2[C@H:37]3[C@@H:33]2[CH2:34][NH:35][CH2:36]3)[CH:31]=1.C1(P(C2CCCCC2)C2C=CC=CC=2C2C(OC(C)C)=CC=CC=2OC(C)C)CCCCC1.C(=O)([O-])[O-].[Cs+].[Cs+]. Product: [F:25][C:4]1[CH:3]=[C:2]([N:35]2[CH2:34][C@H:33]3[C@H:37]([CH:32]3[N:30]3[CH:31]=[N:27][N:28]=[CH:29]3)[CH2:36]2)[C:7]([F:8])=[CH:6][C:5]=1[CH2:9][N:10]1[C@@H:15]([CH3:16])[CH2:14][CH2:13][CH:12]([C:17]2[CH:22]=[CH:21][CH:20]=[CH:19][CH:18]=2)[S:11]1(=[O:24])=[O:23]. The catalyst class is: 167. (3) Reactant: [F:1][C:2]1[CH:7]=[CH:6][C:5]([C:8]2[C:16]([C:17](=O)[CH:18]=[CH:19]N(C)C)=[C:11]3[CH:12]=[CH:13][CH:14]=[CH:15][N:10]3[N:9]=2)=[CH:4][CH:3]=1.Cl.[NH2:25][C:26]([NH2:28])=[NH2+:27].C([O-])([O-])=O.[K+].[K+].O. Product: [F:1][C:2]1[CH:3]=[CH:4][C:5]([C:8]2[C:16]([C:17]3[CH:18]=[CH:19][N:25]=[C:26]([NH2:28])[N:27]=3)=[C:11]3[CH:12]=[CH:13][CH:14]=[CH:15][N:10]3[N:9]=2)=[CH:6][CH:7]=1. The catalyst class is: 9. (4) Reactant: [H-].[Na+].[Cl:3][C:4]1[C:12]2[NH:11][C:10]3[CH2:13][CH2:14][N:15]([C:18]([O:20][C:21]([CH3:24])([CH3:23])[CH3:22])=[O:19])[CH2:16][CH2:17][C:9]=3[C:8]=2[CH:7]=[CH:6][C:5]=1[Cl:25].Br[CH2:27][CH2:28][O:29][C:30]1[CH:35]=[CH:34][CH:33]=[CH:32][CH:31]=1. Product: [Cl:3][C:4]1[C:12]2[N:11]([CH2:27][CH2:28][O:29][C:30]3[CH:35]=[CH:34][CH:33]=[CH:32][CH:31]=3)[C:10]3[CH2:13][CH2:14][N:15]([C:18]([O:20][C:21]([CH3:22])([CH3:24])[CH3:23])=[O:19])[CH2:16][CH2:17][C:9]=3[C:8]=2[CH:7]=[CH:6][C:5]=1[Cl:25]. The catalyst class is: 3. (5) Reactant: [NH2:1][C:2]([NH:4][C:5]1[NH:6][C:7]2[C:12]([C:13]=1[C:14]([NH2:16])=[O:15])=[CH:11][CH:10]=[C:9]([CH:17]=[CH2:18])[CH:8]=2)=[O:3]. Product: [NH2:1][C:2]([NH:4][C:5]1[NH:6][C:7]2[C:12]([C:13]=1[C:14]([NH2:16])=[O:15])=[CH:11][CH:10]=[C:9]([CH2:17][CH3:18])[CH:8]=2)=[O:3]. The catalyst class is: 19.